This data is from CYP2C9 inhibition data for predicting drug metabolism from PubChem BioAssay. The task is: Regression/Classification. Given a drug SMILES string, predict its absorption, distribution, metabolism, or excretion properties. Task type varies by dataset: regression for continuous measurements (e.g., permeability, clearance, half-life) or binary classification for categorical outcomes (e.g., BBB penetration, CYP inhibition). Dataset: cyp2c9_veith. (1) The compound is Cc1cc(-c2ccc(Cl)cc2)oc(=O)c1NC(=O)c1ccccc1. The result is 0 (non-inhibitor). (2) The molecule is O=C(CNS(=O)(=O)c1ccc(Br)s1)N1CCC(N2CCCCC2)CC1. The result is 0 (non-inhibitor). (3) The drug is OC[C@@H]1O[C@@H](N2CCN([C@@H]3O[C@@H](CO)[C@H](O)[C@@H](O)[C@@H]3O)CC2)[C@H](O)[C@@H](O)[C@@H]1O. The result is 0 (non-inhibitor). (4) The molecule is O=[N+]([O-])c1ccc(C2CCCC/C2=N/OCc2ccccc2F)c([N+](=O)[O-])c1. The result is 1 (inhibitor). (5) The compound is O=C(Nc1ccc(Br)cc1)C1CCC(=O)N1Cc1ccccc1Cl. The result is 1 (inhibitor). (6) The compound is C[C@H]1/C=C\C=CCC/C=C\C=C/C=C\C=C[C@@H](O[C@H]2O[C@@H](C)[C@@H](O)[C@@H](N)[C@@H]2O)C[C@@H]2O[C@](O)(C[C@@H](O)[C@@H](O)CC[C@@H](O)C[C@@H](O)C[C@@H](O)CC(=O)O[C@@H](C)[C@@H](C)[C@H]1O)C[C@@H](O)[C@H]2C(=O)O. The result is 0 (non-inhibitor). (7) The drug is CCOC(=O)c1cnc2cc(-c3ccc(C)cc3)nn2c1-c1ccccc1. The result is 1 (inhibitor).